This data is from Forward reaction prediction with 1.9M reactions from USPTO patents (1976-2016). The task is: Predict the product of the given reaction. (1) Given the reactants [NH:1]1[C:9]2[CH:8]=[CH:7][N:6]=[CH:5][C:4]=2[CH:3]=[CH:2]1.[H-].[Na+].[C:12]1([S:18](Cl)(=[O:20])=[O:19])[CH:17]=[CH:16][CH:15]=[CH:14][CH:13]=1, predict the reaction product. The product is: [C:12]1([S:18]([N:1]2[C:9]3[CH:8]=[CH:7][N:6]=[CH:5][C:4]=3[CH:3]=[CH:2]2)(=[O:20])=[O:19])[CH:17]=[CH:16][CH:15]=[CH:14][CH:13]=1. (2) Given the reactants C[O:2][C:3](=[O:54])[C@H:4]([CH2:6][C:7]([C:10](=[O:53])[C:11]1[CH:16]=[CH:15][CH:14]=[C:13]([NH:17][CH2:18][C:19]2[N:20]=[CH:21][N:22]([C:24]([C:37]3[CH:42]=[CH:41][CH:40]=[CH:39][CH:38]=3)([C:31]3[CH:36]=[CH:35][CH:34]=[CH:33][CH:32]=3)[C:25]3[CH:30]=[CH:29][CH:28]=[CH:27][CH:26]=3)[CH:23]=2)[C:12]=1[C:43]1[C:52]2[C:47](=[CH:48][CH:49]=[CH:50][CH:51]=2)[CH:46]=[CH:45][CH:44]=1)([CH3:9])[CH3:8])[NH2:5].[Li+].[OH-], predict the reaction product. The product is: [C:24]([N:22]1[CH:23]=[C:19]([CH2:18][NH:17][C:13]2[C:12]([C:43]3[C:52]4[C:47](=[CH:48][CH:49]=[CH:50][CH:51]=4)[CH:46]=[CH:45][CH:44]=3)=[C:11]([CH:16]=[CH:15][CH:14]=2)[C:10]([C:7]([CH3:9])([CH3:8])[CH2:6][C@@H:4]([C:3]([OH:54])=[O:2])[NH2:5])=[O:53])[N:20]=[CH:21]1)([C:25]1[CH:30]=[CH:29][CH:28]=[CH:27][CH:26]=1)([C:31]1[CH:32]=[CH:33][CH:34]=[CH:35][CH:36]=1)[C:37]1[CH:38]=[CH:39][CH:40]=[CH:41][CH:42]=1. (3) Given the reactants [CH2:1]1[C:8]2[C:7]3[CH:9]=[C:10]([NH2:13])[CH:11]=[CH:12][C:6]=3[O:5][C:4]=2[CH2:3][CH2:2]1.[C:14](Cl)(=[O:19])[CH2:15][CH:16]([CH3:18])[CH3:17], predict the reaction product. The product is: [CH2:1]1[C:8]2[C:7]3[CH:9]=[C:10]([NH:13][C:14](=[O:19])[CH2:15][CH:16]([CH3:18])[CH3:17])[CH:11]=[CH:12][C:6]=3[O:5][C:4]=2[CH2:3][CH2:2]1. (4) Given the reactants O=[C:2]([C:5]1[CH:10]=[CH:9][CH:8]=[C:7]([O:11][C:12]([F:15])([F:14])[F:13])[CH:6]=1)[CH:3]=O.[NH2:16][C:17]1[C:25]([NH2:26])=[CH:24][CH:23]=[CH:22][C:18]=1[C:19]([OH:21])=[O:20], predict the reaction product. The product is: [F:13][C:12]([F:15])([F:14])[O:11][C:7]1[CH:6]=[C:5]([C:2]2[CH:3]=[N:26][C:25]3[CH:24]=[CH:23][CH:22]=[C:18]([C:19]([OH:21])=[O:20])[C:17]=3[N:16]=2)[CH:10]=[CH:9][CH:8]=1. (5) The product is: [Br:14][C:11]1[CH:10]=[CH:9][C:8]([NH:7][C:5]([C:4]2[CH:15]=[CH:16][C:17]3[NH:18][C:27]([NH:26][C:22]4[CH:23]=[CH:24][CH:25]=[C:20]([Cl:19])[C:21]=4[C:29]([F:32])([F:30])[F:31])=[N:1][C:2]=3[CH:3]=2)=[O:6])=[CH:13][CH:12]=1. Given the reactants [NH2:1][C:2]1[CH:3]=[C:4]([CH:15]=[CH:16][C:17]=1[NH2:18])[C:5]([NH:7][C:8]1[CH:13]=[CH:12][C:11]([Br:14])=[CH:10][CH:9]=1)=[O:6].[Cl:19][C:20]1[CH:25]=[CH:24][CH:23]=[C:22]([N:26]=[C:27]=S)[C:21]=1[C:29]([F:32])([F:31])[F:30].C1CCC(N=C=NC2CCCCC2)CC1, predict the reaction product. (6) Given the reactants [CH3:1][O:2][C:3]1[CH:28]=[CH:27][C:6]([O:7][CH2:8][CH2:9][CH2:10][NH:11][CH2:12][C:13]2[CH:18]=[CH:17][CH:16]=[C:15]([O:19][Si:20]([C:23]([CH3:26])([CH3:25])[CH3:24])([CH3:22])[CH3:21])[CH:14]=2)=[CH:5][CH:4]=1.C(N(CC)C(C)C)(C)C.Cl[C:39]1[O:40][C:41]2[CH:47]=[CH:46][CH:45]=[CH:44][C:42]=2[N:43]=1, predict the reaction product. The product is: [O:40]1[C:41]2[CH:47]=[CH:46][CH:45]=[CH:44][C:42]=2[N:43]=[C:39]1[N:11]([CH2:12][C:13]1[CH:18]=[CH:17][CH:16]=[C:15]([O:19][Si:20]([C:23]([CH3:24])([CH3:25])[CH3:26])([CH3:21])[CH3:22])[CH:14]=1)[CH2:10][CH2:9][CH2:8][O:7][C:6]1[CH:5]=[CH:4][C:3]([O:2][CH3:1])=[CH:28][CH:27]=1.